The task is: Predict the reactants needed to synthesize the given product.. This data is from Full USPTO retrosynthesis dataset with 1.9M reactions from patents (1976-2016). (1) Given the product [CH2:1]([N:3]1[C:9]2[CH:10]=[C:11]([NH2:14])[CH:12]=[CH:13][C:8]=2[O:7][CH2:6][CH2:5][CH2:4]1)[CH3:2], predict the reactants needed to synthesize it. The reactants are: [CH2:1]([N:3]1[C:9]2[CH:10]=[C:11]([N+:14]([O-])=O)[CH:12]=[CH:13][C:8]=2[O:7][CH2:6][CH2:5][CH2:4]1)[CH3:2].O.NN. (2) Given the product [C:1]([C:3]1[N:7]([C:8]2[CH:13]=[C:12]([S:14]([CH2:15][C:16]([F:17])([F:18])[F:19])=[O:39])[C:11]([CH3:20])=[CH:10][C:9]=2[F:21])[N:6]=[C:5]([O:22][CH2:23][C:24]([F:30])([F:29])[C:25]([F:28])([F:27])[F:26])[CH:4]=1)#[N:2], predict the reactants needed to synthesize it. The reactants are: [C:1]([C:3]1[N:7]([C:8]2[CH:13]=[C:12]([S:14][CH2:15][C:16]([F:19])([F:18])[F:17])[C:11]([CH3:20])=[CH:10][C:9]=2[F:21])[N:6]=[C:5]([O:22][CH2:23][C:24]([F:30])([F:29])[C:25]([F:28])([F:27])[F:26])[CH:4]=1)#[N:2].ClC1C=CC=C(C(OO)=[O:39])C=1. (3) The reactants are: C([O:3][C:4](=[O:39])[CH2:5][N:6]([S:27]([N:30]1[C:38]2[C:33](=[CH:34][CH:35]=[CH:36][CH:37]=2)[CH2:32][CH2:31]1)(=[O:29])=[O:28])[CH2:7][C:8]1[CH:13]=[CH:12][C:11]([O:14][CH2:15][C:16]2[N:17]=[C:18]([C:22]3[S:23][CH:24]=[CH:25][CH:26]=3)[O:19][C:20]=2[CH3:21])=[CH:10][CH:9]=1)C.O.[OH-].[Li+]. Given the product [N:30]1([S:27]([N:6]([CH2:5][C:4]([OH:39])=[O:3])[CH2:7][C:8]2[CH:13]=[CH:12][C:11]([O:14][CH2:15][C:16]3[N:17]=[C:18]([C:22]4[S:23][CH:24]=[CH:25][CH:26]=4)[O:19][C:20]=3[CH3:21])=[CH:10][CH:9]=2)(=[O:29])=[O:28])[C:38]2[C:33](=[CH:34][CH:35]=[CH:36][CH:37]=2)[CH2:32][CH2:31]1, predict the reactants needed to synthesize it. (4) Given the product [Cl:32][C:24]1[CH:23]=[C:22]([C:21]2[N:20]=[C:10]([C:8]3[CH:7]=[CH:6][C:5]([C:13]4[CH:18]=[CH:17][CH:16]=[CH:15][C:14]=4[CH3:19])=[C:4]([CH2:3][O:2][CH3:1])[CH:9]=3)[O:12][N:33]=2)[CH:31]=[CH:30][C:25]=1[C:26]([O:28][CH3:29])=[O:27].[Cl:32][C:24]1[CH:23]=[C:22]([C:21]2[N:20]=[C:10]([C:8]3[CH:7]=[CH:6][C:5]([C:13]4[CH:18]=[CH:17][CH:16]=[CH:15][C:14]=4[CH3:19])=[C:4]([CH2:3][O:2][CH3:1])[CH:9]=3)[O:34][N:33]=2)[CH:31]=[CH:30][C:25]=1[C:26]([OH:28])=[O:27], predict the reactants needed to synthesize it. The reactants are: [CH3:1][O:2][CH2:3][C:4]1[CH:9]=[C:8]([C:10]([OH:12])=O)[CH:7]=[CH:6][C:5]=1[C:13]1[CH:18]=[CH:17][CH:16]=[CH:15][C:14]=1[CH3:19].[NH2:20][C:21](=[N:33][OH:34])[C:22]1[CH:31]=[CH:30][C:25]([C:26]([O:28][CH3:29])=[O:27])=[C:24]([Cl:32])[CH:23]=1. (5) Given the product [CH2:27]([N:26]([CH3:25])[C:21]([C:20]1[CH:24]=[C:16]([N:14]2[CH2:15][C@@H:10]3[CH2:9][N:8]([C:6]([O:5][C:1]([CH3:3])([CH3:4])[CH3:2])=[O:7])[CH2:12][C@@H:11]3[CH2:13]2)[CH:17]=[N:18][CH:19]=1)=[O:23])[C:28]1[CH:33]=[CH:32][CH:31]=[CH:30][CH:29]=1, predict the reactants needed to synthesize it. The reactants are: [C:1]([O:5][C:6]([N:8]1[CH2:12][C@H:11]2[CH2:13][N:14]([C:16]3[CH:17]=[N:18][CH:19]=[C:20]([CH:24]=3)[C:21]([OH:23])=O)[CH2:15][C@H:10]2[CH2:9]1)=[O:7])([CH3:4])([CH3:3])[CH3:2].[CH3:25][NH:26][CH2:27][C:28]1[CH:33]=[CH:32][CH:31]=[CH:30][CH:29]=1. (6) Given the product [CH:6]1[N:7]2[C:16]3[C:11]([CH2:10][CH2:9][C:8]2=[C:4]([CH2:3][C:17]#[N:18])[N:5]=1)=[CH:12][CH:13]=[CH:14][CH:15]=3, predict the reactants needed to synthesize it. The reactants are: C(=O)(OCC)O[CH:3]([C:17]#[N:18])[C:4]1[N:5]=[CH:6][N:7]2[C:16]3[C:11](=[CH:12][CH:13]=[CH:14][CH:15]=3)[CH2:10][CH2:9][C:8]=12.